From a dataset of Forward reaction prediction with 1.9M reactions from USPTO patents (1976-2016). Predict the product of the given reaction. (1) Given the reactants [NH2:1][C:2]1[CH:11]=[C:10]2[C:5]([CH:6]=[CH:7][CH:8]=[C:9]2[N:12]2[CH2:17][CH2:16][N:15]([CH3:18])[CH2:14][CH2:13]2)=[CH:4][CH:3]=1.[C:19]1([N:25]=[C:26]=[O:27])[CH:24]=[CH:23][CH:22]=[CH:21][CH:20]=1, predict the reaction product. The product is: [C:19]1([NH:25][C:26]([NH:1][C:2]2[CH:11]=[C:10]3[C:5]([CH:6]=[CH:7][CH:8]=[C:9]3[N:12]3[CH2:17][CH2:16][N:15]([CH3:18])[CH2:14][CH2:13]3)=[CH:4][CH:3]=2)=[O:27])[CH:24]=[CH:23][CH:22]=[CH:21][CH:20]=1. (2) Given the reactants [Br:1][C:2]1[C:3]([CH3:13])=[CH:4][C:5]([C:8]2[N:9]=[N:10][NH:11][N:12]=2)=[N:6][CH:7]=1.[CH3:14][Si](C=[N+]=[N-])(C)C, predict the reaction product. The product is: [Br:1][C:2]1[C:3]([CH3:13])=[CH:4][C:5]([C:8]2[N:9]=[N:10][N:11]([CH3:14])[N:12]=2)=[N:6][CH:7]=1. (3) Given the reactants [CH3:1][N:2]([CH3:8])[C@H:3]1[CH2:7][CH2:6][NH:5][CH2:4]1.C(N(CC)CC)C.[C:16]([C:18]1[C:23]2[N:24]=[C:25]([NH:27][CH2:28][CH2:29][CH2:30][C:31]([O:33][CH2:34][CH3:35])=[O:32])[O:26][C:22]=2[C:21](F)=[C:20]([C:37]2[CH:42]=[CH:41][CH:40]=[CH:39][CH:38]=2)[C:19]=1[CH3:43])#[N:17], predict the reaction product. The product is: [C:16]([C:18]1[C:23]2[N:24]=[C:25]([NH:27][CH2:28][CH2:29][CH2:30][C:31]([O:33][CH2:34][CH3:35])=[O:32])[O:26][C:22]=2[C:21]([N:5]2[CH2:6][CH2:7][C@H:3]([N:2]([CH3:8])[CH3:1])[CH2:4]2)=[C:20]([C:37]2[CH:38]=[CH:39][CH:40]=[CH:41][CH:42]=2)[C:19]=1[CH3:43])#[N:17]. (4) Given the reactants [CH:1](C1C=C2C(CCN(C(OC(C)(C)C)=O)C2)=CC=1O)=[O:2].C(C1C(O)=CC=C2C=1CCN(C(OC(C)(C)C)=O)C2)=O.[Si]([O:48][C:49]1[CH:54]=[CH:53][C:52]([N:55]([CH3:86])[C:56]([C:58]2[CH:59]=[C:60]([C:67]3[CH:68]=[C:69]4[C:74](=[CH:75][C:76]=3[CH:77]=[O:78])[CH2:73][N:72]([C:79]([O:81][C:82]([CH3:85])([CH3:84])[CH3:83])=[O:80])[CH2:71][CH2:70]4)[N:61]3[C:66]=2[CH2:65][CH2:64][CH2:63][CH2:62]3)=[O:57])=[CH:51][CH:50]=1)(C(C)(C)C)(C)C, predict the reaction product. The product is: [OH:48][C:49]1[CH:50]=[CH:51][C:52]([N:55]([CH3:86])[C:56]([C:58]2[CH:59]=[C:60]([C:67]3[CH:68]=[C:69]4[C:74](=[CH:75][C:76]=3[C:77]([O:2][CH3:1])=[O:78])[CH2:73][N:72]([C:79]([O:81][C:82]([CH3:83])([CH3:85])[CH3:84])=[O:80])[CH2:71][CH2:70]4)[N:61]3[C:66]=2[CH2:65][CH2:64][CH2:63][CH2:62]3)=[O:57])=[CH:53][CH:54]=1.